From a dataset of Experimentally validated miRNA-target interactions with 360,000+ pairs, plus equal number of negative samples. Binary Classification. Given a miRNA mature sequence and a target amino acid sequence, predict their likelihood of interaction. (1) The miRNA is hsa-miR-93-5p with sequence CAAAGUGCUGUUCGUGCAGGUAG. The protein sequence of the target gene is MRVAAATAAAGAGPAMAVWTRATKAGLVELLLRERWVRVVAELSGESLSLTGDAAAAELEPALGPAAAAFNGLPNGGGAGDSLPGSPSRGLGPPSPPAPPRGPAGEAGASPPVRRVRVVKQEAGGLGISIKGGRENRMPILISKIFPGLAADQSRALRLGDAILSVNGTDLRQATHDQAVQALKRAGKEVLLEVKFIREVTPYIKKPSLVSDLPWEGAAPQSPSFSGSEDSGSPKHQNSTKDRKIIPLKMCFAARNLSMPDLENRLIELHSPDSRNTLILRCKDTATAHSWFVAIHTNIM.... Result: 1 (interaction). (2) The miRNA is mmu-miR-7042-3p with sequence UGUCCCUUUGUUUUCUCUCAG. The protein sequence of the target gene is MSKPPPKPVKPGQVKVFRALYTFEPRTPDELYFEEGDIIYITDMSDTSWWKGTCKGRTGLIPSNYVAEQAESIDNPLHEAAKRGNLSWLRECLDNRVGVNGLDKAGSTALYWACHGGHKDIVEVLFTQPNVELNQQNKLGDTALHAAAWKGYADIVQLLLAKGARTDLRNNEKKLALDMATNAACASLLKKKQQGTDGARTLSNAEDYLDDEDSD. Result: 0 (no interaction). (3) The miRNA is hsa-miR-4682 with sequence UCUGAGUUCCUGGAGCCUGGUCU. The protein sequence of the target gene is MAMDSKKEIRLKRELGYFWGTNFLIINIIGAGIFVSPKGVLQHSSMNVGVSLCVWAVCAVLTLTSALCSAEIGITFPYSGAHYYFLKRCFGPLVAFLRLWTSLFLGPGLIASQALLLAEYGVQPFYPSCSAPILPRKCLALAMLWIVGILNSRGVKELSWLQTVSSVLKVGILGVISLSGLFLLVRGKKENVQRLQNAFDAEFPEVSQLIEAIFQGYFAFSGGGCFTCIAGELKKPSKTIPRCIFTGLPLVTVVYLLANISYLTVLTPQEMLSSDAVALTWTDRVIPQFTWTVPFAISAS.... Result: 0 (no interaction). (4) The miRNA is hsa-miR-188-3p with sequence CUCCCACAUGCAGGGUUUGCA. The protein sequence of the target gene is MRPLPGALGVAAAAALWLLLLLLPRTRADEHEHTYQDKEEVVLWMNTVGPYHNRQETYKYFSLPFCVGSKKSISHYHETLGEALQGVELEFSGLDIKFKDDVMPATYCEIDLDKEKRDAFVYAIKNHYWYQMYIDDLPIWGIVGEADENGEDYYLWTYKKLEIGFNGNRIVDVNLTSEGKVKLVPNTKIQMSYSVKWKKSDVKFEDRFDKYLDPSFFQHRIHWFSIFNSFMMVIFLVGLVSMILMRTLRKDYARYSKEEEMDDMDRDLGDEYGWKQVHGDVFRPSSHPLIFSSLIGSGCQ.... Result: 1 (interaction). (5) The miRNA is rno-miR-29b-1-5p with sequence UUUCAUAUGGUGGUUUAGAUUU. The protein sequence of the target gene is MLLRLLLAWAAAGPTLGQDPWAAEPRAACGPSSCYALFPRRRTFLEAWRACRELGGDLATPRTPEEAQRVDSLVGAGPASRLLWIGLQRQARQCQLQRPLRGFTWTTGDQDTAFTNWAQPASGGPCPAQRCVALEASGEHRWLEGSCTLAVDGYLCQFGFEGACPALQDEAGQAGPAVYTTPFHLVSTEFEWLPFGSVAAVQCQAGRGASLLCVKQPEGGVGWSRAGPLCLGTGCSPDNGGCEHECVEEVDGHVSCRCTEGFRLAADGRSCEDPCAQAPCEQQCEPGGPQGYSCHCRLGF.... Result: 0 (no interaction). (6) The miRNA is hsa-miR-618 with sequence AAACUCUACUUGUCCUUCUGAGU. The protein sequence of the target gene is MLARAARGTGALLLRGSLLASGRAPRRASSGLPRNTVVLFVPQQEAWVVERMGRFHRILEPGLNILIPVLDRIRYVQSLKEIVINVPEQSAVTLDNVTLQIDGVLYLRIMDPYKASYGVEDPEYAVTQLAQTTMRSELGKLSLDKVFRERESLNASIVDAINQAADCWGIRCLRYEIKDIHVPPRVKESMQMQVEAERRKRATVLESEGTRESAINVAEGKKQAQILASEAEKAEQINQAAGEASAVLAKAKAKAEAIRILAAALTQHNGDAAASLTVAEQYVSAFSKLAKDSNTILLPS.... Result: 0 (no interaction). (7) The miRNA is hsa-miR-3151-5p with sequence GGUGGGGCAAUGGGAUCAGGU. Result: 0 (no interaction). The protein sequence of the target gene is MKWITPASLILLLHFAASKALHENEFGIASTLDSSQCVTEKNVLSIATITFTQFVPEATEEEVNKMTSDVLAAMKKNSGDGCLESQLSVFLDEICHETELSNKYGLSGCCSQSGVERHQCLLARKKTAPASVPPFQFPEPAESCKAHEENRAVFMNRFIYEVSRRNPFMYAPAILSLAAQYDKVVLACCKADNKEECFQTKRASIAKELREGSMLNEHVCSVIRKFGSRNLQATTIIKLSQKLTEANFTEIQKLALDVAHIHEECCQGNSLECLQDGEKVMTYICSQQNILSSKIAECCK.... (8) The miRNA is hsa-miR-4738-3p with sequence UGAAACUGGAGCGCCUGGAGGA. The protein sequence of the target gene is MDVFQEGLAMVVQDPLLCDLPIQVTLEEVNSQIALEYGQAMTVRVCKMDGEVMPVVVVQSATVLDLKKAIQRYVQLKQEREGGIQHISWSYVWRTYHLTSAGEKLTEDRKKLRDYGIRNRDEVSFIKKLRQK. Result: 0 (no interaction). (9) The miRNA is hsa-miR-6803-5p with sequence CUGGGGGUGGGGGGCUGGGCGU. The protein sequence of the target gene is MATATEQWVLVEMVQALYEAPAYHLILEGILILWIIRLLFSKTYKLQERSDLTVKEKEELIEEWQPEPLVPPVPKDHPALNYNIVSGPPSHKTVVNGKECINFASFNFLGLLDNPRVKAAALASLKKYGVGTCGPRGFYGTFDVHLDLEDRLAKFMKTEEAIIYSYGFATIASAIPAYSKRGDIVFVDRAACFAIQKGLQASRSDIKLFKHNDMADLERLLKEQEIEDQKNPRKARVTRRFIVVEGLYMNTGTICPLPELVKLKYKYKARIFLEESLSFGVLGEHGRGVTEHYGINIDDI.... Result: 0 (no interaction). (10) The miRNA is hsa-miR-4463 with sequence GAGACUGGGGUGGGGCC. The protein sequence of the target gene is MSTVVSEGRNDGNNRYSPQDEVEDRLPDVVDNRLTENMRVPSFERLPSPTPRYFGSCKWFNVSKGYGFVIDDITGEDLFVHQSNLNMQGFRSLDEGERVSYYIQERSNGKGREAYAVSGEVEGQGLKGSRIHPLGRKKAVSLRCFRCGKFATHKAKSCPNVKTDAKVCYTCGSEEHVSSICPERRRKHRPEQVAAEEAEAARMAAEKSSPTTSDDDIREKNSNSSDE. Result: 0 (no interaction).